From a dataset of Reaction yield outcomes from USPTO patents with 853,638 reactions. Predict the reaction yield, written as a fraction of the theoretical maximum amount of product (1.0 means a 100% yield; for example, 0.34 means a 34% yield). (1) The reactants are [Cl:1][C:2]1[C:3]2[CH2:14][CH2:13][C:12](=[CH:15][CH2:16][NH2:17])[C:4]=2[C:5]2[C:9]([CH:10]=1)=[N:8][N:7]([CH3:11])[CH:6]=2.C(N(CC)CC)C.[C:25](OC(=O)C)(=[O:27])[CH3:26]. The catalyst is O1CCCC1.C(=O)([O-])O.[Na+]. The product is [Cl:1][C:2]1[C:3]2[CH2:14][CH2:13][C:12](=[CH:15][CH2:16][NH:17][C:25](=[O:27])[CH3:26])[C:4]=2[C:5]2[C:9]([CH:10]=1)=[N:8][N:7]([CH3:11])[CH:6]=2. The yield is 0.790. (2) The reactants are [F:1][C:2]1[CH:3]=[C:4]([NH:8][C:9]([C:11]2[NH:12][C:13]3[C:18]([CH:19]=2)=[CH:17][C:16]([CH:20]2[CH2:24][CH2:23][NH:22][CH2:21]2)=[CH:15][CH:14]=3)=[O:10])[CH:5]=[N:6][CH:7]=1.[C:25](=[O:28])([O-])[O-:26].[K+].[K+].Br[CH:32]([CH3:34])[CH3:33]. The catalyst is CN(C=O)C.C(OCC)(=O)C. The product is [F:1][C:2]1[CH:3]=[C:4]([NH:8][C:9]([C:11]2[NH:12][C:13]3[C:18]([CH:19]=2)=[CH:17][C:16]([CH:20]2[CH2:24][CH2:23][N:22]([C:25]([O:26][CH:32]([CH3:34])[CH3:33])=[O:28])[CH2:21]2)=[CH:15][CH:14]=3)=[O:10])[CH:5]=[N:6][CH:7]=1. The yield is 0.530.